Dataset: Full USPTO retrosynthesis dataset with 1.9M reactions from patents (1976-2016). Task: Predict the reactants needed to synthesize the given product. (1) Given the product [CH3:1][C:2]1[CH:6]=[C:5]([CH:7]=[O:8])[N:4]([CH:9]([CH3:11])[CH3:10])[N:3]=1, predict the reactants needed to synthesize it. The reactants are: [CH3:1][C:2]1[CH:6]=[C:5]([CH2:7][OH:8])[N:4]([CH:9]([CH3:11])[CH3:10])[N:3]=1.[Cr](Cl)([O-])(=O)=O.[NH+]1C=CC=CC=1. (2) Given the product [CH3:31][O:30][C:25]1[C:24]([N:17]2[CH2:16][CH2:15][C:12]3([C:11](=[O:20])[N:10]([C:7]4[CH:8]=[CH:9][C:4]([O:3][C:2]([F:1])([F:21])[F:22])=[CH:5][CH:6]=4)[CH2:14][CH2:13]3)[CH2:19][CH2:18]2)=[CH:29][CH:28]=[CH:27][N:26]=1, predict the reactants needed to synthesize it. The reactants are: [F:1][C:2]([F:22])([F:21])[O:3][C:4]1[CH:9]=[CH:8][C:7]([N:10]2[CH2:14][CH2:13][C:12]3([CH2:19][CH2:18][NH:17][CH2:16][CH2:15]3)[C:11]2=[O:20])=[CH:6][CH:5]=1.Br[C:24]1[C:25]([O:30][CH3:31])=[N:26][CH:27]=[CH:28][CH:29]=1. (3) Given the product [NH:34]1[C:35]2[C:31](=[CH:30][C:29]3[N:37]=[C:26]([C@@H:22]4[CH2:23][CH2:24][CH2:25][N:21]4[C:14]([C@H:13]([CH2:17][CH2:18][CH2:19][CH3:20])[CH2:12][N:9]([OH:8])[CH:10]=[O:11])=[O:15])[NH:27][C:28]=3[CH:36]=2)[CH:32]=[N:33]1, predict the reactants needed to synthesize it. The reactants are: C([O:8][N:9]([CH2:12][C@@H:13]([CH2:17][CH2:18][CH2:19][CH3:20])[C:14](O)=[O:15])[CH:10]=[O:11])C1C=CC=CC=1.[NH:21]1[CH2:25][CH2:24][CH2:23][C@H:22]1[C:26]1[NH:27][C:28]2[CH:36]=[C:35]3[C:31]([CH:32]=[N:33][NH:34]3)=[CH:30][C:29]=2[N:37]=1. (4) Given the product [CH2:18]([O:20][C:21]1[CH:35]=[CH:34][C:24]2[N:25]=[C:26]([N:28]3[CH2:33][CH2:32][N:31]([C:7]([C:6]4[CH:10]=[C:11]([S:14]([CH3:17])(=[O:16])=[O:15])[CH:12]=[CH:13][C:5]=4[O:4][CH:1]([CH3:2])[CH3:3])=[O:9])[CH2:30][CH2:29]3)[S:27][C:23]=2[CH:22]=1)[CH3:19], predict the reactants needed to synthesize it. The reactants are: [CH:1]([O:4][C:5]1[CH:13]=[CH:12][C:11]([S:14]([CH3:17])(=[O:16])=[O:15])=[CH:10][C:6]=1[C:7]([OH:9])=O)([CH3:3])[CH3:2].[CH2:18]([O:20][C:21]1[CH:35]=[CH:34][C:24]2[N:25]=[C:26]([N:28]3[CH2:33][CH2:32][NH:31][CH2:30][CH2:29]3)[S:27][C:23]=2[CH:22]=1)[CH3:19]. (5) The reactants are: C([O:3][C:4](=[O:42])[C@H:5]([CH2:35][CH2:36][C:37]([O:39]CC)=[O:38])[NH:6][C:7](=[O:34])[C:8]1[CH:13]=[CH:12][C:11]([NH:14][S:15]([C:18]2[CH:19]=[CH:20][C:21]3[CH2:30][CH2:29][C:28]4[N:27]=[C:26]([CH3:31])[NH:25][C:24](=[O:32])[C:23]=4[C:22]=3[CH:33]=2)(=[O:17])=[O:16])=[CH:10][CH:9]=1)C.Cl. Given the product [CH3:31][C:26]1[NH:25][C:24](=[O:32])[C:23]2[C:22]3[CH:33]=[C:18]([S:15]([NH:14][C:11]4[CH:12]=[CH:13][C:8]([C:7]([NH:6][C@H:5]([C:4]([OH:42])=[O:3])[CH2:35][CH2:36][C:37]([OH:39])=[O:38])=[O:34])=[CH:9][CH:10]=4)(=[O:16])=[O:17])[CH:19]=[CH:20][C:21]=3[CH2:30][CH2:29][C:28]=2[N:27]=1, predict the reactants needed to synthesize it. (6) Given the product [F:1][C:2]1[CH:3]=[CH:4][C:5]([NH:8][C:9](=[O:29])[CH2:10][C:11]([NH:13][C:14]2[CH:19]=[CH:18][C:17]([O:20][C:21]3[CH:26]=[CH:25][N:24]=[C:23]([NH:27][C:37](=[O:40])[CH2:38][CH3:39])[CH:22]=3)=[CH:16][C:15]=2[F:28])=[O:12])=[CH:6][CH:7]=1, predict the reactants needed to synthesize it. The reactants are: [F:1][C:2]1[CH:7]=[CH:6][C:5]([NH:8][C:9](=[O:29])[CH2:10][C:11]([NH:13][C:14]2[CH:19]=[CH:18][C:17]([O:20][C:21]3[CH:26]=[CH:25][N:24]=[C:23]([NH2:27])[CH:22]=3)=[CH:16][C:15]=2[F:28])=[O:12])=[CH:4][CH:3]=1.C(N(CC)CC)C.[C:37](Cl)(=[O:40])[CH2:38][CH3:39].[OH-].[Na+]. (7) Given the product [F:19][C:17]1[CH:18]=[CH:13][C:14]([S:20]([CH3:23])(=[O:22])=[O:21])=[C:15]([NH:11][CH:1]2[C:10]3[C:5](=[CH:6][CH:7]=[CH:8][CH:9]=3)[CH2:4][CH2:3][CH2:2]2)[CH:16]=1, predict the reactants needed to synthesize it. The reactants are: [CH:1]1([NH2:11])[C:10]2[C:5](=[CH:6][CH:7]=[CH:8][CH:9]=2)[CH2:4][CH2:3][CH2:2]1.F[C:13]1[CH:18]=[C:17]([F:19])[CH:16]=[CH:15][C:14]=1[S:20]([CH3:23])(=[O:22])=[O:21].C(N(C(C)C)CC)(C)C.